From a dataset of Experimentally validated miRNA-target interactions with 360,000+ pairs, plus equal number of negative samples. Binary Classification. Given a miRNA mature sequence and a target amino acid sequence, predict their likelihood of interaction. (1) The miRNA is hsa-miR-6806-3p with sequence UGAAGCUCUGACAUUCCUGCAG. The protein sequence of the target gene is MYVGYVLDKDSPVYPGPARPASLGLGPQAYGPPAPPPAPPQYPDFSSYSHVEPAPAPPTAWGAPFPAPKDDWAAAYGPGPAAPAASPASLAFGPPPDFSPVPAPPGPGPGLLAQPLGGPGTPSSPGAQRPTPYEWMRRSVAAGGGGGSGKTRTKDKYRVVYTDHQRLELEKEFHYSRYITIRRKSELAANLGLTERQVKIWFQNRRAKERKVNKKKQQQQQPPQPPMAHDITATPAGPSLGGLCPSNTSLLATSSPMPVKEEFLP. Result: 1 (interaction). (2) The miRNA is hsa-miR-4750-5p with sequence CUCGGGCGGAGGUGGUUGAGUG. The protein sequence of the target gene is MVNSVVFFDITVDGKPLGRISIKLFADKILKTAENFRALSTGEKGFRYKGSCFHRIIPGFMCQGGDFTRHNGTGDKSIYGEKFDDENLIRKHTGSGILSMANAGPNTNGSQFFICAAKTEWLDGKHVAFGKVKERVNIVEAMEHFGYRNSKTSKKITIADCGQF. Result: 0 (no interaction). (3) The miRNA is hsa-miR-34a-5p with sequence UGGCAGUGUCUUAGCUGGUUGU. The protein sequence of the target gene is MSGRGKQGGKARAKAKSRSSRAGLQFPVGRVHRLLRKGNYSERVGAGAPVYLAAVLEYLTAEILELAGNAARDNKKTRIIPRHLQLAIRNDEELNKLLGRVTIAQGGVLPNIQAVLLPKKTESHHKAKGK. Result: 1 (interaction). (4) The miRNA is hsa-miR-3924 with sequence AUAUGUAUAUGUGACUGCUACU. The protein sequence of the target gene is MLLRISVLFLLLGSCGALFGKRQKCEQITIPLCKGIGYNMTSFPNSYGHEKQEEAGLEVHQFYPLVEVGCFQHLKFFLCTMYTPICQENYDKPILPCMELCVEARSKCSPIMAKYGFRWPETLSCEALPKMSDQMSTGNICAAPPDTPKKQHKGHHHKNQNQNQNQNHNYSPDGPEVGISKIDNEVIAGPSECQCTCNQPFQFVASEKSKVGNVTNCAYSCHSPALAESHSLVSNWMAFWSITCCVLASFTFLTFLIETDRFQYPERPIFMLAFCQLMVAVGFMIRYFVGHEEIACDSMR.... Result: 0 (no interaction). (5) The miRNA is hsa-miR-3074-3p with sequence GAUAUCAGCUCAGUAGGCACCG. The protein sequence of the target gene is MEGLEENGGVVQVGELLPCKICGRTFFPVALKKHGPICQKTATKKRKTFDSSRQRAEGTDIPTVKPLKPRPEPPKKPSNWRRKHEEFIATIRAAKGLDQALKEGGKLPPPPPPSYDPDYIQCPYCQRRFNENAADRHINFCKEQAARISNKGKFSTDTKGKPTSRTQVYKPPALKKSNSPGTASSGSSRLPQPSGAGKTVVGVPSGKVSSSSSSLGNKLQTLSPSHKGIAAPHAGANVKPRNSTPPSLARNPAPGVLTNKRKTYTESYIARPDGDCASSLNGGNIKGIEGHSPGNLPKFC.... Result: 0 (no interaction).